This data is from Full USPTO retrosynthesis dataset with 1.9M reactions from patents (1976-2016). The task is: Predict the reactants needed to synthesize the given product. (1) Given the product [CH2:34]([O:33][C:31]([N:3]1[CH2:4][CH2:5][C:6]2[N:7]([CH2:15][C:16]([O:18][CH2:19][CH3:20])=[O:17])[C:8]3[CH:9]=[CH:10][CH:11]=[CH:12][C:13]=3[C:14]=2[CH2:2]1)=[O:32])[C:35]1[CH:40]=[CH:39][CH:38]=[CH:37][CH:36]=1, predict the reactants needed to synthesize it. The reactants are: Cl.[CH2:2]1[C:14]2[C:13]3[CH:12]=[CH:11][CH:10]=[CH:9][C:8]=3[N:7]([CH2:15][C:16]([O:18][CH2:19][CH3:20])=[O:17])[C:6]=2[CH2:5][CH2:4][NH:3]1.CCN(C(C)C)C(C)C.Cl[C:31]([O:33][CH2:34][C:35]1[CH:40]=[CH:39][CH:38]=[CH:37][CH:36]=1)=[O:32].Cl. (2) Given the product [CH3:3][N:2]([CH2:4][C:5]1[N:6]=[C:7]([C:15]2[CH:20]=[CH:19][CH:18]=[CH:17][CH:16]=2)[S:8][C:9]=1[CH2:10][OH:11])[CH3:1], predict the reactants needed to synthesize it. The reactants are: [CH3:1][N:2]([CH2:4][C:5]1[N:6]=[C:7]([C:15]2[CH:20]=[CH:19][CH:18]=[CH:17][CH:16]=2)[S:8][C:9]=1[C:10](OCC)=[O:11])[CH3:3].[H-].[Al+3].[Li+].[H-].[H-].[H-].[C@H](O)(C([O-])=O)[C@@H](O)C([O-])=O.[Na+].[K+]. (3) Given the product [N:3]1([C:13]2[CH:18]=[CH:17][C:16]([N+:19]([O-:21])=[O:20])=[CH:15][CH:14]=2)[CH2:8][CH2:7][O:6][CH2:5][C:4]1=[O:9], predict the reactants needed to synthesize it. The reactants are: [H-].[Na+].[NH:3]1[CH2:8][CH2:7][O:6][CH2:5][C:4]1=[O:9].[H][H].F[C:13]1[CH:18]=[CH:17][C:16]([N+:19]([O-:21])=[O:20])=[CH:15][CH:14]=1. (4) Given the product [C:1]([Si:5]([CH3:24])([CH3:23])[O:6][CH:7]([CH2:16][C:17]1[CH:22]=[CH:21][CH:20]=[CH:19][CH:18]=1)[CH2:8][CH2:9][CH:10]1[CH2:11][CH2:12][C:13](=[O:15])[N:14]1[CH2:36][CH2:37][CH2:38][C:39]1[CH:40]=[CH:41][C:42]([C:43]#[N:44])=[CH:45][CH:46]=1)([CH3:3])([CH3:2])[CH3:4], predict the reactants needed to synthesize it. The reactants are: [C:1]([Si:5]([CH3:24])([CH3:23])[O:6][CH:7]([CH2:16][C:17]1[CH:22]=[CH:21][CH:20]=[CH:19][CH:18]=1)[CH2:8][CH2:9][CH:10]1[NH:14][C:13](=[O:15])[CH2:12][CH2:11]1)([CH3:4])([CH3:3])[CH3:2].C[Si]([N-][Si](C)(C)C)(C)C.[Na+].Br[CH2:36][CH2:37][CH2:38][C:39]1[CH:46]=[CH:45][C:42]([C:43]#[N:44])=[CH:41][CH:40]=1. (5) The reactants are: [C-:1]#[N:2].[Na+].[NH:4]1[CH2:9][CH2:8][O:7][CH2:6][CH2:5]1.Cl.[Cl:11][C:12]1[C:16]([Cl:17])=[C:15]([CH3:18])[NH:14][C:13]=1[C:19]([NH:21][C@H:22]1[CH2:27][CH2:26][N:25]([C:28]2[S:29][C:30]([C:35]([O:37][CH2:38][CH3:39])=[O:36])=[C:31]([CH:33]=O)[N:32]=2)[CH2:24][C@H:23]1[O:40][CH3:41])=[O:20]. Given the product [C:1]([CH:33]([N:4]1[CH2:9][CH2:8][O:7][CH2:6][CH2:5]1)[C:31]1[N:32]=[C:28]([N:25]2[CH2:26][CH2:27][C@H:22]([NH:21][C:19]([C:13]3[NH:14][C:15]([CH3:18])=[C:16]([Cl:17])[C:12]=3[Cl:11])=[O:20])[C@H:23]([O:40][CH3:41])[CH2:24]2)[S:29][C:30]=1[C:35]([O:37][CH2:38][CH3:39])=[O:36])#[N:2], predict the reactants needed to synthesize it.